Dataset: Reaction yield outcomes from USPTO patents with 853,638 reactions. Task: Predict the reaction yield, written as a fraction of the theoretical maximum amount of product (1.0 means a 100% yield; for example, 0.34 means a 34% yield). (1) The reactants are CC(O)C.C(NP(O)(NCCCl)=O)CCl.[Cl:16][C:17]1[CH:22]=[CH:21][C:20]([CH:23]2[C:27]3[N:28]=[C:29]([C:34]4[C:35]([O:40][CH3:41])=[N:36][CH:37]=[CH:38][CH:39]=4)[N:30]([CH:31]([CH3:33])[CH3:32])[C:26]=3[C:25](=[O:42])[N:24]2[C:43]2[CH:48]=[C:47]([CH3:49])[C:46](=[O:50])[N:45]([CH3:51])[CH:44]=2)=[CH:19][CH:18]=1. No catalyst specified. The product is [Cl:16][C:17]1[CH:18]=[CH:19][C:20]([C@H:23]2[C:27]3[N:28]=[C:29]([C:34]4[C:35]([O:40][CH3:41])=[N:36][CH:37]=[CH:38][CH:39]=4)[N:30]([CH:31]([CH3:33])[CH3:32])[C:26]=3[C:25](=[O:42])[N:24]2[C:43]2[CH:48]=[C:47]([CH3:49])[C:46](=[O:50])[N:45]([CH3:51])[CH:44]=2)=[CH:21][CH:22]=1. The yield is 0.288. (2) The reactants are [CH3:1][N:2]1[CH2:7][CH2:6][N:5]([CH2:8][CH2:9][CH2:10][OH:11])[CH2:4][CH2:3]1.[OH-].[K+].Cl[C:15]1[CH:24]=[C:23]([C:25]([NH:27][CH2:28][C@H:29]2[CH2:34][CH2:33][C@H:32]([CH2:35][NH:36][C:37](=[O:43])[O:38][C:39]([CH3:42])([CH3:41])[CH3:40])[CH2:31][CH2:30]2)=[O:26])[C:22]2[C:17](=[CH:18][CH:19]=[CH:20][CH:21]=2)[N:16]=1.CS(C)=O. The catalyst is C1COCC1.C(#N)C. The product is [CH3:1][N:2]1[CH2:7][CH2:6][N:5]([CH2:8][CH2:9][CH2:10][O:11][C:15]2[CH:24]=[C:23]([C:25]([NH:27][CH2:28][C@H:29]3[CH2:30][CH2:31][C@H:32]([CH2:35][NH:36][C:37](=[O:43])[O:38][C:39]([CH3:41])([CH3:40])[CH3:42])[CH2:33][CH2:34]3)=[O:26])[C:22]3[C:17](=[CH:18][CH:19]=[CH:20][CH:21]=3)[N:16]=2)[CH2:4][CH2:3]1. The yield is 0.470. (3) The reactants are C(Cl)(=O)OC.C(N(CC)CC)C.[CH2:13]([O:15][C:16]1[CH:17]=[C:18]([C:22]2[C:27]([CH2:28][CH2:29][O:30][CH3:31])=[C:26]([CH2:32][CH3:33])[C:25]([O:34]C(OC)=O)=[CH:24][C:23]=2[O:39]C(OC)=O)[CH:19]=[CH:20][CH:21]=1)[CH3:14].[BH4-].[Na+].N. The catalyst is CO.O1CCCC1.O. The product is [CH2:13]([O:15][C:16]1[CH:17]=[C:18]([C:22]2[C:27]([CH2:28][CH2:29][O:30][CH3:31])=[C:26]([CH2:32][CH3:33])[C:25]([OH:34])=[CH:24][C:23]=2[OH:39])[CH:19]=[CH:20][CH:21]=1)[CH3:14]. The yield is 0.500. (4) The reactants are [H-].[Na+].[C:3]([O:11][CH2:12][CH3:13])(=[O:10])[CH2:4][C:5]([O:7]CC)=O.[CH2:14]([N:21]1[C:26]2[N:27]=[CH:28][CH:29]=[CH:30][C:25]=2C(=O)[O:23][C:22]1=O)[C:15]1[CH:20]=[CH:19][CH:18]=[CH:17][CH:16]=1. The catalyst is CC(N(C)C)=O. The product is [CH2:14]([N:21]1[C:26]2[C:25](=[CH:30][CH:29]=[CH:28][N:27]=2)[C:5]([OH:7])=[C:4]([C:3]([O:11][CH2:12][CH3:13])=[O:10])[C:22]1=[O:23])[C:15]1[CH:16]=[CH:17][CH:18]=[CH:19][CH:20]=1. The yield is 0.680. (5) The reactants are [CH3:1][C:2]1[C:6]([C:7]2[CH:8]=[C:9]([C:22]([O:24]C)=[O:23])[C:10]3[NH:11][C:12]4[C:17]([C:18]=3[CH:19]=2)=[CH:16][C:15]([O:20][CH3:21])=[CH:14][CH:13]=4)=[C:5]([CH3:26])[O:4][N:3]=1.O.[OH-].[Li+]. The product is [CH3:1][C:2]1[C:6]([C:7]2[CH:8]=[C:9]([C:22]([OH:24])=[O:23])[C:10]3[NH:11][C:12]4[C:17]([C:18]=3[CH:19]=2)=[CH:16][C:15]([O:20][CH3:21])=[CH:14][CH:13]=4)=[C:5]([CH3:26])[O:4][N:3]=1. The catalyst is C1COCC1.O. The yield is 1.06.